This data is from Retrosynthesis with 50K atom-mapped reactions and 10 reaction types from USPTO. The task is: Predict the reactants needed to synthesize the given product. (1) Given the product CC(=O)O[C@H]1CC[C@@]2(C)C(=CC[C@H]3[C@@H]4CC(C=O)=C(n5ccnc5)[C@@]4(C)CC[C@@H]32)C1, predict the reactants needed to synthesize it. The reactants are: CC(=O)O[C@H]1CC[C@@]2(C)C(=CC[C@H]3[C@@H]4CC(C=O)=C(Cl)[C@@]4(C)CC[C@@H]32)C1.c1c[nH]cn1. (2) Given the product COc1ccc(N)cc1C, predict the reactants needed to synthesize it. The reactants are: COc1ccc([N+](=O)[O-])cc1C.